Dataset: Peptide-MHC class I binding affinity with 185,985 pairs from IEDB/IMGT. Task: Regression. Given a peptide amino acid sequence and an MHC pseudo amino acid sequence, predict their binding affinity value. This is MHC class I binding data. (1) The peptide sequence is LLSCLTTPA. The MHC is HLA-A02:06 with pseudo-sequence HLA-A02:06. The binding affinity (normalized) is 0.607. (2) The peptide sequence is REPWDEWVV. The MHC is Mamu-A11 with pseudo-sequence Mamu-A11. The binding affinity (normalized) is 0.638. (3) The peptide sequence is IEAGDEVFF. The MHC is HLA-B08:01 with pseudo-sequence HLA-B08:01. The binding affinity (normalized) is 0.0847. (4) The peptide sequence is FQYEHEQTF. The MHC is HLA-A31:01 with pseudo-sequence HLA-A31:01. The binding affinity (normalized) is 0.0847.